This data is from Forward reaction prediction with 1.9M reactions from USPTO patents (1976-2016). The task is: Predict the product of the given reaction. (1) Given the reactants [C:1]1(=[O:20])[C:10]2[C:5](=[CH:6][CH:7]=[C:8](B3OC(C)(C)C(C)(C)O3)[CH:9]=2)[CH2:4][CH2:3][CH2:2]1.[CH2:21]([O:23][C:24]([C:26]1[N:27]=[C:28](Cl)[S:29][CH:30]=1)=[O:25])[CH3:22].[BH4-].C([N+](CCCC)(CCCC)CCCC)CCC.C(=O)([O-])[O-].[K+].[K+], predict the reaction product. The product is: [CH2:21]([O:23][C:24]([C:26]1[N:27]=[C:28]([C:8]2[CH:7]=[CH:6][C:5]3[CH2:4][CH2:3][CH2:2][C:1](=[O:20])[C:10]=3[CH:9]=2)[S:29][CH:30]=1)=[O:25])[CH3:22]. (2) Given the reactants [O:1]1[C:6]2[CH:7]=[CH:8][C:9]([CH2:11][N:12]([CH:20]3[CH2:25][CH2:24][N:23]([CH2:26][CH2:27][N:28]4[C:37]5[C:32](=[C:33]([NH2:38])[CH:34]=[CH:35][CH:36]=5)[CH:31]=[CH:30][C:29]4=[O:39])[CH2:22][CH2:21]3)C(=O)OC(C)(C)C)=[CH:10][C:5]=2[O:4][CH2:3][CH2:2]1.[ClH:40].O1CCOCC1, predict the reaction product. The product is: [ClH:40].[O:1]1[C:6]2[CH:7]=[CH:8][C:9]([CH2:11][NH:12][CH:20]3[CH2:25][CH2:24][N:23]([CH2:26][CH2:27][N:28]4[C:37]5[C:32](=[C:33]([NH2:38])[CH:34]=[CH:35][CH:36]=5)[CH:31]=[CH:30][C:29]4=[O:39])[CH2:22][CH2:21]3)=[CH:10][C:5]=2[O:4][CH2:3][CH2:2]1. (3) The product is: [F:27][C:28]1[CH:33]=[CH:32][C:31]([NH:34][C:35]([NH:37][C:41]([NH:24][CH2:23][CH2:22][CH2:21][C:18]2[CH:19]=[CH:20][C:15]([C:12]3[N:13]=[CH:14][N:10]([C:7]4[CH:6]=[CH:5][C:4]([O:3][C:2]([F:1])([F:25])[F:26])=[CH:9][CH:8]=4)[N:11]=3)=[CH:16][CH:17]=2)=[O:43])=[S:36])=[C:30]([CH:38]([CH3:40])[CH3:39])[CH:29]=1. Given the reactants [F:1][C:2]([F:26])([F:25])[O:3][C:4]1[CH:9]=[CH:8][C:7]([N:10]2[CH:14]=[N:13][C:12]([C:15]3[CH:20]=[CH:19][C:18]([CH2:21][CH2:22][CH2:23][NH2:24])=[CH:17][CH:16]=3)=[N:11]2)=[CH:6][CH:5]=1.[F:27][C:28]1[CH:33]=[CH:32][C:31]([NH:34][C:35]([NH2:37])=[S:36])=[C:30]([CH:38]([CH3:40])[CH3:39])[CH:29]=1.[C:41]([O-])(=[O:43])C.[Na+], predict the reaction product. (4) Given the reactants [Br:1][CH:2]([C:4]1[CH:12]=[CH:11][C:7]([C:8]([OH:10])=[O:9])=[CH:6][CH:5]=1)[CH3:3].[CH3:13][Si](C=[N+]=[N-])(C)C, predict the reaction product. The product is: [CH3:13][O:9][C:8](=[O:10])[C:7]1[CH:11]=[CH:12][C:4]([CH:2]([Br:1])[CH3:3])=[CH:5][CH:6]=1. (5) Given the reactants [Cl:1][C:2]1[C:3](=[O:32])[N:4]([CH2:20][CH2:21][C:22]2[CH:31]=[CH:30][C:25]([C:26]([O:28][CH3:29])=[O:27])=[CH:24][CH:23]=2)[C:5](/[CH:9]=[CH:10]/[C:11]2[CH:16]=[CH:15][CH:14]=[C:13]([CH2:17][CH2:18][CH3:19])[CH:12]=2)=[C:6]([Cl:8])[CH:7]=1.CC(C)=[O:35].C[N+]1([O-])CCOCC1.[OH2:45], predict the reaction product. The product is: [Cl:1][C:2]1[C:3](=[O:32])[N:4]([CH2:20][CH2:21][C:22]2[CH:23]=[CH:24][C:25]([C:26]([O:28][CH3:29])=[O:27])=[CH:30][CH:31]=2)[C:5]([C:9](=[O:35])[C:10](=[O:45])[C:11]2[CH:16]=[CH:15][CH:14]=[C:13]([CH2:17][CH2:18][CH3:19])[CH:12]=2)=[C:6]([Cl:8])[CH:7]=1. (6) Given the reactants [C:1]([CH2:3][CH2:4][C@@H:5]([NH:14]C(=O)OC(C)(C)C)[C:6]1[CH:11]=[CH:10][C:9]([Cl:12])=[C:8]([Cl:13])[CH:7]=1)#[N:2].Cl, predict the reaction product. The product is: [ClH:12].[NH2:14][C@@H:5]([C:6]1[CH:11]=[CH:10][C:9]([Cl:12])=[C:8]([Cl:13])[CH:7]=1)[CH2:4][CH2:3][C:1]#[N:2].